From a dataset of Reaction yield outcomes from USPTO patents with 853,638 reactions. Predict the reaction yield, written as a fraction of the theoretical maximum amount of product (1.0 means a 100% yield; for example, 0.34 means a 34% yield). (1) The reactants are [CH2:1]([O:8][CH:9]1[CH2:12][C:11]([CH3:14])([NH2:13])[CH2:10]1)[C:2]1[CH:7]=[CH:6][CH:5]=[CH:4][CH:3]=1.Cl[C:16](Cl)([O:18]C(=O)OC(Cl)(Cl)Cl)Cl.[Cl:27][C:28]1[CH:29]=[C:30]([C:35]2[C:43]([C:44]([NH2:46])=[O:45])=[C:38]3[CH2:39][NH:40][CH2:41][CH2:42][N:37]3[N:36]=2)[CH:31]=[CH:32][C:33]=1[F:34]. The catalyst is C1COCC1. The product is [CH2:1]([O:8][CH:9]1[CH2:12][C:11]([NH:13][C:16]([N:40]2[CH2:41][CH2:42][N:37]3[N:36]=[C:35]([C:30]4[CH:31]=[CH:32][C:33]([F:34])=[C:28]([Cl:27])[CH:29]=4)[C:43]([C:44]([NH2:46])=[O:45])=[C:38]3[CH2:39]2)=[O:18])([CH3:14])[CH2:10]1)[C:2]1[CH:7]=[CH:6][CH:5]=[CH:4][CH:3]=1. The yield is 0.400. (2) The reactants are [C:1]([O:5][C:6]([N:8]1[CH2:13][CH2:12][C:11]2NC=C[C:10]=2[C:9]1=[O:17])=[O:7])([CH3:4])([CH3:3])[CH3:2].[CH2:18]([O:20][CH:21]([O:24][CH2:25][CH3:26])[CH2:22][NH2:23])[CH3:19]. The catalyst is C1(C)C=CC=CC=1. The product is [C:1]([O:5][C:6]([N:8]1[C:9](=[O:17])[CH:10]=[C:11]([NH:23][CH2:22][CH:21]([O:24][CH2:25][CH3:26])[O:20][CH2:18][CH3:19])[CH2:12][CH2:13]1)=[O:7])([CH3:4])([CH3:2])[CH3:3]. The yield is 1.00. (3) The reactants are [H-].[Al+3].[Li+].[H-].[H-].[H-].CCOCC.[Cl-].[Cl-].[Cl-].[Al+3].[F:16][C:17]1[CH:22]=[C:21]([CH:23]=[CH:24][N+:25]([O-])=O)[CH:20]=[C:19]([F:28])[C:18]=1[OH:29]. The catalyst is C1COCC1. The product is [NH2:25][CH2:24][CH2:23][C:21]1[CH:20]=[C:19]([F:28])[C:18]([OH:29])=[C:17]([F:16])[CH:22]=1. The yield is 0.870. (4) The reactants are Cl[C:2]1[CH:7]=[C:6]([Cl:8])[N:5]=[CH:4][N:3]=1.[O:9]([C:16]1[CH:17]=[C:18]([CH:20]=[CH:21][CH:22]=1)[NH2:19])[C:10]1[CH:15]=[CH:14][CH:13]=[CH:12][CH:11]=1.CCN(C(C)C)C(C)C. The catalyst is C(O)CCC. The product is [Cl:8][C:6]1[N:5]=[CH:4][N:3]=[C:2]([NH:19][C:18]2[CH:20]=[CH:21][CH:22]=[C:16]([O:9][C:10]3[CH:11]=[CH:12][CH:13]=[CH:14][CH:15]=3)[CH:17]=2)[CH:7]=1. The yield is 0.560. (5) The yield is 0.710. The catalyst is CS(C)=O. The reactants are [H-].[Na+].[CH:3]1[C:8]([OH:9])=[CH:7][CH:6]=[CH:5][C:4]=1[CH3:10].[Cl:11][C:12]1[CH:19]=[CH:18][CH:17]=[C:16](Cl)[C:13]=1[C:14]#[N:15].O. The product is [Cl:11][C:12]1[CH:19]=[CH:18][CH:17]=[C:16]([O:9][C:8]2[CH:3]=[C:4]([CH3:10])[CH:5]=[CH:6][CH:7]=2)[C:13]=1[C:14]#[N:15]. (6) The reactants are [F:1][C:2]1[CH:15]=[CH:14][C:5]([CH2:6][S:7][CH2:8][C:9]([O:11][CH2:12][CH3:13])=[O:10])=[CH:4][CH:3]=1.C1C=C(Cl)C=C(C(OO)=[O:24])C=1. The catalyst is C(Cl)Cl. The product is [F:1][C:2]1[CH:3]=[CH:4][C:5]([CH2:6][S:7]([CH2:8][C:9]([O:11][CH2:12][CH3:13])=[O:10])=[O:24])=[CH:14][CH:15]=1. The yield is 0.980.